Dataset: Reaction yield outcomes from USPTO patents with 853,638 reactions. Task: Predict the reaction yield, written as a fraction of the theoretical maximum amount of product (1.0 means a 100% yield; for example, 0.34 means a 34% yield). (1) The reactants are [CH:1]([C:3]1[CH:4]=[C:5](B(O)O)[O:6][CH:7]=1)=[O:2].I[C:12]1[C:20]2[C:15](=[N:16][CH:17]=[N:18][C:19]=2[NH2:21])[N:14]([CH:22]([CH3:24])[CH3:23])[N:13]=1.C([O-])([O-])=O.[Na+].[Na+]. The catalyst is CCO.COCCOC.C1C=CC([P]([Pd]([P](C2C=CC=CC=2)(C2C=CC=CC=2)C2C=CC=CC=2)([P](C2C=CC=CC=2)(C2C=CC=CC=2)C2C=CC=CC=2)[P](C2C=CC=CC=2)(C2C=CC=CC=2)C2C=CC=CC=2)(C2C=CC=CC=2)C2C=CC=CC=2)=CC=1. The product is [NH2:21][C:19]1[N:18]=[CH:17][N:16]=[C:15]2[N:14]([CH:22]([CH3:24])[CH3:23])[N:13]=[C:12]([C:5]3[O:6][CH:7]=[C:3]([CH:1]=[O:2])[CH:4]=3)[C:20]=12. The yield is 0.390. (2) The reactants are Br[C:2]1[CH:3]=[C:4]([CH:7]=[C:8]([F:10])[CH:9]=1)[CH:5]=[O:6].CC1(C)C(C)(C)OB([C:19]2[CH:24]=[CH:23][N:22]=[CH:21][CH:20]=2)O1.C([O-])([O-])=O.[K+].[K+]. The catalyst is C1C=CC([P]([Pd]([P](C2C=CC=CC=2)(C2C=CC=CC=2)C2C=CC=CC=2)([P](C2C=CC=CC=2)(C2C=CC=CC=2)C2C=CC=CC=2)[P](C2C=CC=CC=2)(C2C=CC=CC=2)C2C=CC=CC=2)(C2C=CC=CC=2)C2C=CC=CC=2)=CC=1. The product is [F:10][C:8]1[CH:7]=[C:4]([CH:3]=[C:2]([C:19]2[CH:24]=[CH:23][N:22]=[CH:21][CH:20]=2)[CH:9]=1)[CH:5]=[O:6]. The yield is 0.520. (3) The reactants are [H-].[Al+3].[Li+].[H-].[H-].[H-].[CH2:7]([C:9]1([CH2:14][C:15](OCC)=[O:16])[O:13][CH2:12][CH2:11][O:10]1)[CH3:8].[OH-].[Na+].S([O-])([O-])(=O)=O.[Mg+2]. The catalyst is O.O1CCCC1. The product is [CH2:7]([C:9]1([CH2:14][CH2:15][OH:16])[O:13][CH2:12][CH2:11][O:10]1)[CH3:8]. The yield is 0.921. (4) The catalyst is C(#N)C. The yield is 0.890. The reactants are [CH3:1][O:2][C:3](=[O:11])[C:4]1[CH:9]=[CH:8][C:7]([OH:10])=[CH:6][CH:5]=1.F[B-](F)(F)F.[H+].[Br:18]N1C(=O)CCC1=O. The product is [CH3:1][O:2][C:3](=[O:11])[C:4]1[CH:9]=[CH:8][C:7]([OH:10])=[C:6]([Br:18])[CH:5]=1. (5) The reactants are [NH2:1][C@H:2]1[CH2:6][CH2:5][O:4][C:3]1=[O:7].[BrH:8]. The catalyst is CC(O)=O. The product is [BrH:8].[NH2:1][C@@H:2]([CH2:6][CH2:5][Br:8])[C:3]([OH:4])=[O:7]. The yield is 0.980. (6) The reactants are COP([O-])(OC)=O.[C:8]1([I+:14][C:15]2[CH:20]=[CH:19][CH:18]=[CH:17][CH:16]=2)[CH:13]=[CH:12][CH:11]=[CH:10][CH:9]=1.[C:21]12([CH2:31][S:32]([OH:35])(=[O:34])=[O:33])[C:28]([CH3:30])([CH3:29])[CH:25]([CH2:26][CH2:27]1)[CH2:24][C:22]2=[O:23].N. The catalyst is C(Cl)Cl. The product is [C:21]12([CH2:31][S:32]([O-:35])(=[O:33])=[O:34])[C:28]([CH3:30])([CH3:29])[CH:25]([CH2:26][CH2:27]1)[CH2:24][C:22]2=[O:23].[C:15]1([I+:14][C:8]2[CH:9]=[CH:10][CH:11]=[CH:12][CH:13]=2)[CH:16]=[CH:17][CH:18]=[CH:19][CH:20]=1. The yield is 0.910.